Task: Predict which catalyst facilitates the given reaction.. Dataset: Catalyst prediction with 721,799 reactions and 888 catalyst types from USPTO (1) Reactant: [Br:1][C:2]1[CH:3]=[C:4]([SH:8])[CH:5]=[CH:6][CH:7]=1.[OH-].[Na+].[CH:11]12[O:18][CH:17]1[CH2:16][CH2:15][CH2:14][N:13]([C:19]([O:21][C:22]([CH3:25])([CH3:24])[CH3:23])=[O:20])[CH2:12]2. Product: [Br:1][C:2]1[CH:3]=[C:4]([S:8][CH:17]2[CH2:16][CH2:15][CH2:14][N:13]([C:19]([O:21][C:22]([CH3:24])([CH3:23])[CH3:25])=[O:20])[CH2:12][CH:11]2[OH:18])[CH:5]=[CH:6][CH:7]=1. The catalyst class is: 5. (2) Reactant: [NH2:1][NH:2][C:3]([C:5]1[C:10]([N+:11]([O-:13])=[O:12])=[CH:9][CH:8]=[CH:7][N:6]=1)=[NH:4].[NH2:14][NH:15][C:16]([C:18]1[C:23]([NH2:24])=[CH:22][CH:21]=[CH:20][N:19]=1)=[NH:17].[Br:25][C:26]1[CH:27]=[CH:28][C:29]([OH:34])=[C:30]([CH:33]=1)[CH:31]=O.S([O-])(O)=O.[Na+]. Product: [Br:25][C:26]1[CH:27]=[CH:28][C:29]([OH:34])=[C:30]([C:31]2[NH:1][N:2]=[C:3]([C:5]3[C:10]([N+:11]([O-:13])=[O:12])=[CH:9][CH:8]=[CH:7][N:6]=3)[N:4]=2)[CH:33]=1.[Br:25][C:26]1[CH:27]=[CH:28][C:29]([OH:34])=[C:30]([C:31]2[NH:14][N:15]=[C:16]([C:18]3[C:23]([NH2:24])=[CH:22][CH:21]=[CH:20][N:19]=3)[N:17]=2)[CH:33]=1. The catalyst class is: 80. (3) Reactant: [I:1][C:2]1[CH:3]=[CH:4][C:5]2[N:6]([C:8]([CH3:16])=[C:9]([C:11]([O:13]CC)=[O:12])[N:10]=2)[CH:7]=1.[OH-].[Li+]. Product: [I:1][C:2]1[CH:3]=[CH:4][C:5]2[N:6]([C:8]([CH3:16])=[C:9]([C:11]([OH:13])=[O:12])[N:10]=2)[CH:7]=1. The catalyst class is: 20. (4) Reactant: Br[C:2]1[CH:3]=[C:4]2[C:9](=[CH:10][C:11]=1[O:12][CH3:13])[CH:8]=[N:7][CH:6]=[CH:5]2.[B:14]1(B2OC(C)(C)C(C)(C)O2)[O:18]C(C)(C)C(C)(C)[O:15]1.C([O-])(=O)C.[K+].C(Cl)Cl. Product: [CH3:13][O:12][C:11]1[CH:10]=[C:9]2[C:4]([CH:5]=[CH:6][N:7]=[CH:8]2)=[CH:3][C:2]=1[B:14]([OH:18])[OH:15]. The catalyst class is: 294. (5) Reactant: Br[C:2]1[CH:3]=[C:4]([CH2:9][NH:10][C:11]([C:13]2[CH:18]=[CH:17][CH:16]=[C:15]([C:19]([NH:21][CH2:22][C:23]3[C:24]([NH:36][CH:37]4[CH2:42][CH2:41][O:40][CH2:39][CH2:38]4)=[C:25]4[CH:33]=[N:32][N:31]([CH2:34][CH3:35])[C:26]4=[N:27][C:28]=3[CH2:29][CH3:30])=[O:20])[N:14]=2)=[O:12])[CH:5]=[CH:6][C:7]=1[Cl:8].[CH3:43][N:44]1[CH2:49][CH2:48][CH:47]([CH2:50][C:51]2[CH:56]=[CH:55][CH:54]=[C:53](B3OC(C)(C)C(C)(C)O3)[CH:52]=2)[CH2:46][CH2:45]1.C([O-])([O-])=O.[Na+].[Na+]. Product: [Cl:8][C:7]1[C:2]([C:55]2[CH:54]=[CH:53][CH:52]=[C:51]([CH2:50][CH:47]3[CH2:48][CH2:49][N:44]([CH3:43])[CH2:45][CH2:46]3)[CH:56]=2)=[CH:3][C:4]([CH2:9][NH:10][C:11]([C:13]2[CH:18]=[CH:17][CH:16]=[C:15]([C:19]([NH:21][CH2:22][C:23]3[C:24]([NH:36][CH:37]4[CH2:42][CH2:41][O:40][CH2:39][CH2:38]4)=[C:25]4[CH:33]=[N:32][N:31]([CH2:34][CH3:35])[C:26]4=[N:27][C:28]=3[CH2:29][CH3:30])=[O:20])[N:14]=2)=[O:12])=[CH:5][CH:6]=1. The catalyst class is: 117.